From a dataset of Peptide-MHC class I binding affinity with 185,985 pairs from IEDB/IMGT. Regression. Given a peptide amino acid sequence and an MHC pseudo amino acid sequence, predict their binding affinity value. This is MHC class I binding data. (1) The peptide sequence is TLITGNMSF. The MHC is HLA-B15:01 with pseudo-sequence HLA-B15:01. The binding affinity (normalized) is 0.583. (2) The peptide sequence is AMALSIVSLF. The MHC is HLA-B15:01 with pseudo-sequence HLA-B15:01. The binding affinity (normalized) is 0.771. (3) The peptide sequence is TVEAMTQAM. The MHC is HLA-B07:02 with pseudo-sequence HLA-B07:02. The binding affinity (normalized) is 0.216. (4) The binding affinity (normalized) is 0. The peptide sequence is IVTRIVELL. The MHC is HLA-B51:01 with pseudo-sequence HLA-B51:01.